The task is: Predict the reaction yield, written as a fraction of the theoretical maximum amount of product (1.0 means a 100% yield; for example, 0.34 means a 34% yield).. This data is from Reaction yield outcomes from USPTO patents with 853,638 reactions. (1) The reactants are [CH2:1]([O:3][C:4]1[C:9]([CH:10]([CH3:12])[CH3:11])=[CH:8][C:7]([CH:13]([CH3:15])[CH3:14])=[CH:6][C:5]=1B(O)O)[CH3:2].Br[C:20]1[C:28]2[C:23](=[CH:24][N:25]=[C:26]([C:29](=[O:31])[CH3:30])[CH:27]=2)[S:22][CH:21]=1.C(=O)([O-])[O-].[Na+].[Na+]. The catalyst is C1(C)C=CC=CC=1.[Cl-].[Na+].O.C1C=CC([P]([Pd]([P](C2C=CC=CC=2)(C2C=CC=CC=2)C2C=CC=CC=2)([P](C2C=CC=CC=2)(C2C=CC=CC=2)C2C=CC=CC=2)[P](C2C=CC=CC=2)(C2C=CC=CC=2)C2C=CC=CC=2)(C2C=CC=CC=2)C2C=CC=CC=2)=CC=1. The product is [CH2:1]([O:3][C:4]1[C:9]([CH:10]([CH3:12])[CH3:11])=[CH:8][C:7]([CH:13]([CH3:15])[CH3:14])=[CH:6][C:5]=1[C:20]1[C:28]2[C:23](=[CH:24][N:25]=[C:26]([C:29](=[O:31])[CH3:30])[CH:27]=2)[S:22][CH:21]=1)[CH3:2]. The yield is 0.910. (2) The reactants are [CH2:1]([O:8][C:9]([NH:11][C:12]1([C:22]2[NH:23][C:24](=[O:34])[C:25]([OH:33])=[C:26]([C:28]([O:30][CH2:31][CH3:32])=[O:29])[N:27]=2)[CH2:21][CH2:20][C:15]2(OCC[O:16]2)[CH2:14][CH2:13]1)=[O:10])[C:2]1[CH:7]=[CH:6][CH:5]=[CH:4][CH:3]=1.Cl. The catalyst is C1COCC1. The product is [CH2:1]([O:8][C:9]([NH:11][C:12]1([C:22]2[NH:23][C:24](=[O:34])[C:25]([OH:33])=[C:26]([C:28]([O:30][CH2:31][CH3:32])=[O:29])[N:27]=2)[CH2:21][CH2:20][C:15](=[O:16])[CH2:14][CH2:13]1)=[O:10])[C:2]1[CH:7]=[CH:6][CH:5]=[CH:4][CH:3]=1. The yield is 0.920. (3) The reactants are [Si:1]([O:18][C@H:19]1[C:24](=[CH2:25])[C@@H:23]([F:26])[CH2:22]/[C:21](=[CH:27]\[C:28](OCC)=[O:29])/[CH2:20]1)([C:14]([CH3:17])([CH3:16])[CH3:15])([C:8]1[CH:13]=[CH:12][CH:11]=[CH:10][CH:9]=1)[C:2]1[CH:7]=[CH:6][CH:5]=[CH:4][CH:3]=1.[H-].C([Al+]CC(C)C)C(C)C. The catalyst is ClCCl.C1(C)C=CC=CC=1. The product is [Si:1]([O:18][C@H:19]1[C:24](=[CH2:25])[C@@H:23]([F:26])[CH2:22]/[C:21](=[CH:27]\[CH2:28][OH:29])/[CH2:20]1)([C:14]([CH3:17])([CH3:16])[CH3:15])([C:8]1[CH:13]=[CH:12][CH:11]=[CH:10][CH:9]=1)[C:2]1[CH:3]=[CH:4][CH:5]=[CH:6][CH:7]=1. The yield is 0.680. (4) The reactants are [Cl:1][C:2]1[CH:3]=[CH:4][C:5]2[N:6]([C:8]([CH:11]([C:13]3[CH:14]=[C:15]4[C:20](=[CH:21][C:22]=3[F:23])[N:19]=[CH:18][CH:17]=[CH:16]4)[OH:12])=[CH:9][N:10]=2)[N:7]=1. The catalyst is CC(C)=O. The product is [Cl:1][C:2]1[CH:3]=[CH:4][C:5]2[N:6]([C:8]([C:11]([C:13]3[CH:14]=[C:15]4[C:20](=[CH:21][C:22]=3[F:23])[N:19]=[CH:18][CH:17]=[CH:16]4)=[O:12])=[CH:9][N:10]=2)[N:7]=1. The yield is 0.950. (5) The reactants are [Cl:1][C:2]1[CH:7]=[CH:6][C:5](I)=[CH:4][N:3]=1.[C:9]1([SH:15])[CH:14]=[CH:13][CH:12]=[CH:11][CH:10]=1.C[O-].[Na+]. The catalyst is CO.[OH-].[Na+].[Cu]. The product is [Cl:1][C:2]1[CH:7]=[CH:6][C:5]([S:15][C:9]2[CH:14]=[CH:13][CH:12]=[CH:11][CH:10]=2)=[CH:4][N:3]=1. The yield is 0.600. (6) The yield is 0.930. The product is [CH3:1][O:2][C:3]1[CH:4]=[C:5]([CH:26]=[CH:27][C:28]=1[O:29][CH2:30][C:31]1[N:32]=[C:33]([C:37]2[CH:42]=[CH:41][CH:40]=[CH:39][CH:38]=2)[O:34][C:35]=1[CH3:36])[CH2:6][O:7][C:8]1[CH:12]=[C:11]([CH2:13][CH2:14][C:15]([OH:17])=[O:16])[N:10]([C:20]2[CH:21]=[CH:22][CH:23]=[CH:24][CH:25]=2)[N:9]=1. The reactants are [CH3:1][O:2][C:3]1[CH:4]=[C:5]([CH:26]=[CH:27][C:28]=1[O:29][CH2:30][C:31]1[N:32]=[C:33]([C:37]2[CH:42]=[CH:41][CH:40]=[CH:39][CH:38]=2)[O:34][C:35]=1[CH3:36])[CH2:6][O:7][C:8]1[CH:12]=[C:11]([CH2:13][CH2:14][C:15]([O:17]CC)=[O:16])[N:10]([C:20]2[CH:25]=[CH:24][CH:23]=[CH:22][CH:21]=2)[N:9]=1.[OH-].[Na+].O1CCCC1.Cl. The catalyst is C(O)C.